This data is from Reaction yield outcomes from USPTO patents with 853,638 reactions. The task is: Predict the reaction yield, written as a fraction of the theoretical maximum amount of product (1.0 means a 100% yield; for example, 0.34 means a 34% yield). The reactants are [CH:1]1([N:7]2[CH2:13][C:12]([CH3:15])([CH3:14])[C:11](=[O:16])[N:10]([CH3:17])[C:9]3[CH:18]=[N:19][C:20]([NH:22][C:23]4[CH:31]=[CH:30][C:26]([C:27]([OH:29])=O)=[CH:25][C:24]=4[O:32][CH3:33])=[N:21][C:8]2=3)[CH2:6][CH2:5][CH2:4][CH2:3][CH2:2]1.[CH3:34][N:35]1[CH2:40][CH2:39][CH:38]([NH2:41])[CH2:37][CH2:36]1.CCN(C(C)C)C(C)C.CN(C(ON1N=NC2C=CC=NC1=2)=[N+](C)C)C.F[P-](F)(F)(F)(F)F. The catalyst is CN(C=O)C.C(OCC)(=O)C. The product is [CH:1]1([N:7]2[CH2:13][C:12]([CH3:14])([CH3:15])[C:11](=[O:16])[N:10]([CH3:17])[C:9]3[CH:18]=[N:19][C:20]([NH:22][C:23]4[CH:31]=[CH:30][C:26]([C:27]([NH:41][CH:38]5[CH2:39][CH2:40][N:35]([CH3:34])[CH2:36][CH2:37]5)=[O:29])=[CH:25][C:24]=4[O:32][CH3:33])=[N:21][C:8]2=3)[CH2:6][CH2:5][CH2:4][CH2:3][CH2:2]1. The yield is 0.660.